Dataset: Reaction yield outcomes from USPTO patents with 853,638 reactions. Task: Predict the reaction yield, written as a fraction of the theoretical maximum amount of product (1.0 means a 100% yield; for example, 0.34 means a 34% yield). (1) The reactants are [Cl:1][C:2]1[CH:7]=[CH:6][C:5]([C:8]2[S:12][C:11]3[CH:13]=[CH:14][C:15]([CH3:17])=[CH:16][C:10]=3[CH:9]=2)=[CH:4][C:3]=1[C:18]([F:21])([F:20])[F:19].BrN1C(=O)CCC1=O.CC(N=NC(C#N)(C)C)(C#N)C.Cl.[C:43]([O:47][C:48](=[O:52])[CH2:49][CH2:50][NH2:51])([CH3:46])([CH3:45])[CH3:44].[H-].[Na+]. The catalyst is C(Cl)(Cl)(Cl)Cl.CN(C=O)C. The product is [C:43]([O:47][C:48](=[O:52])[CH2:49][CH2:50][NH:51][CH2:17][C:15]1[CH:14]=[CH:13][C:11]2[S:12][C:8]([C:5]3[CH:6]=[CH:7][C:2]([Cl:1])=[C:3]([C:18]([F:21])([F:19])[F:20])[CH:4]=3)=[CH:9][C:10]=2[CH:16]=1)([CH3:46])([CH3:45])[CH3:44]. The yield is 0.730. (2) The reactants are CO[C:3](=[O:28])[C:4]1[CH:9]=[CH:8][C:7]([O:10][CH2:11][C:12]2[C:13]([C:21]3[CH:26]=[CH:25][C:24]([F:27])=[CH:23][CH:22]=3)=[N:14][O:15][C:16]=2[C:17]([F:20])([F:19])[F:18])=[N:6][CH:5]=1.[CH2:29]([CH2:31][NH2:32])[OH:30]. No catalyst specified. The product is [F:27][C:24]1[CH:25]=[CH:26][C:21]([C:13]2[C:12]([CH2:11][O:10][C:7]3[CH:8]=[CH:9][C:4]([C:3]([NH:32][CH2:31][CH2:29][OH:30])=[O:28])=[CH:5][N:6]=3)=[C:16]([C:17]([F:18])([F:20])[F:19])[O:15][N:14]=2)=[CH:22][CH:23]=1. The yield is 0.180.